From a dataset of Full USPTO retrosynthesis dataset with 1.9M reactions from patents (1976-2016). Predict the reactants needed to synthesize the given product. Given the product [C:1]1([S:7]([N:10]2[C:14]3=[N:15][CH:16]=[C:17]([NH2:19])[CH:18]=[C:13]3[CH:12]=[CH:11]2)(=[O:8])=[O:9])[CH:6]=[CH:5][CH:4]=[CH:3][CH:2]=1, predict the reactants needed to synthesize it. The reactants are: [C:1]1([S:7]([N:10]2[C:14]3=[N:15][CH:16]=[C:17]([N+:19]([O-])=O)[CH:18]=[C:13]3[CH:12]=[CH:11]2)(=[O:9])=[O:8])[CH:6]=[CH:5][CH:4]=[CH:3][CH:2]=1.